From a dataset of Catalyst prediction with 721,799 reactions and 888 catalyst types from USPTO. Predict which catalyst facilitates the given reaction. (1) Product: [CH:22]1([C:20]([C:14]2[CH:15]=[C:16]([CH3:19])[CH:17]=[CH:18][C:13]=2[NH:12][C:10](=[O:11])[NH:9][C:6]2[S:7][CH:8]=[C:4]([CH2:3][CH2:2][NH:1][CH2:28][CH2:29][C:30]([OH:32])=[O:31])[N:5]=2)=[O:21])[CH2:23][CH2:24][CH2:25][CH2:26]1. Reactant: [NH2:1][CH2:2][CH2:3][C:4]1[N:5]=[C:6]([NH:9][C:10]([NH:12][C:13]2[CH:18]=[CH:17][C:16]([CH3:19])=[CH:15][C:14]=2[C:20]([CH:22]2[CH2:26][CH2:25][CH2:24][CH2:23]2)=[O:21])=[O:11])[S:7][CH:8]=1.C1(=O)[O:32][C:30](=[O:31])[CH2:29][CH2:28]1. The catalyst class is: 2. (2) The catalyst class is: 9. Product: [CH3:14][C:15]([CH3:22])([CH3:21])[C:16]([O:18][CH2:19][N:1]1[CH:5]=[CH:4][N:3]=[C:2]1[CH:6]=[O:7])=[O:17]. Reactant: [NH:1]1[CH:5]=[CH:4][N:3]=[C:2]1[CH:6]=[O:7].C(=O)([O-])[O-].[K+].[K+].[CH3:14][C:15]([CH3:22])([CH3:21])[C:16]([O:18][CH2:19]Cl)=[O:17]. (3) Reactant: Cl.[Cl:2][C:3]1[CH:4]=[C:5]2[C:10](=[CH:11][CH:12]=1)[CH:9]=[C:8]([S:13]([N:16]1[CH2:21][CH2:20][N:19]([C:22]([C:24]3[S:25][C:26]4[CH2:27][NH:28][CH2:29][CH2:30][C:31]=4[N:32]=3)=[O:23])[CH2:18][CH2:17]1)(=[O:15])=[O:14])[CH:7]=[CH:6]2.C(N(CC)CC)C.ClC([O:43][CH2:44][CH3:45])=O.[BH4-].[Na+]. Product: [ClH:2].[Cl:2][C:3]1[CH:4]=[C:5]2[C:10](=[CH:11][CH:12]=1)[CH:9]=[C:8]([S:13]([N:16]1[CH2:17][CH2:18][N:19]([C:22]([C:24]3[S:25][C:26]4[CH2:27][NH:28][CH:29]([CH2:45][CH2:44][OH:43])[CH2:30][C:31]=4[N:32]=3)=[O:23])[CH2:20][CH2:21]1)(=[O:14])=[O:15])[CH:7]=[CH:6]2. The catalyst class is: 30.